Dataset: Forward reaction prediction with 1.9M reactions from USPTO patents (1976-2016). Task: Predict the product of the given reaction. (1) Given the reactants C([O:3][C:4](=[O:19])[CH2:5][NH:6][C:7]([C:9]1[NH:18][C:12]2=[CH:13][N:14]=[C:15]([Cl:17])[CH:16]=[C:11]2[CH:10]=1)=[O:8])C.[OH-].[Na+], predict the reaction product. The product is: [Cl:17][C:15]1[CH:16]=[C:11]2[CH:10]=[C:9]([C:7]([NH:6][CH2:5][C:4]([OH:19])=[O:3])=[O:8])[NH:18][C:12]2=[CH:13][N:14]=1. (2) Given the reactants C([Mg]Cl)(C)C.Br[C:7]1[N:11]([CH3:12])[CH:10]=[N:9][CH:8]=1.[Cl:13][C:14]1[C:23]2[C:18](=[CH:19][CH:20]=[C:21]([C:24]([C:26]3[CH:33]=[CH:32][C:29]([C:30]#[N:31])=[CH:28][CH:27]=3)=[O:25])[CH:22]=2)[N:17]=[C:16]([O:34][CH3:35])[C:15]=1[CH2:36][N:37]1[CH2:42][CH2:41][CH:40]([C:43]([F:46])([F:45])[F:44])[CH2:39][CH2:38]1, predict the reaction product. The product is: [Cl:13][C:14]1[C:23]2[C:18](=[CH:19][CH:20]=[C:21]([C:24]([OH:25])([C:7]3[N:11]([CH3:12])[CH:10]=[N:9][CH:8]=3)[C:26]3[CH:33]=[CH:32][C:29]([C:30]#[N:31])=[CH:28][CH:27]=3)[CH:22]=2)[N:17]=[C:16]([O:34][CH3:35])[C:15]=1[CH2:36][N:37]1[CH2:38][CH2:39][CH:40]([C:43]([F:44])([F:45])[F:46])[CH2:41][CH2:42]1. (3) Given the reactants CO[C:3](=[O:16])[C:4]([CH2:9][NH:10][CH:11]1[CH2:15][CH2:14][CH2:13][CH2:12]1)([CH2:7][CH3:8])[CH2:5][CH3:6].C(=O)([O-])[O-].[K+].[K+].[Cl:23][C:24]1[N:29]=[C:28](Cl)[C:27]([N+:31]([O-])=O)=[CH:26][N:25]=1, predict the reaction product. The product is: [Cl:23][C:24]1[N:29]=[C:28]2[C:27]([NH:31][C:3](=[O:16])[C:4]([CH2:5][CH3:6])([CH2:7][CH3:8])[CH2:9][N:10]2[CH:11]2[CH2:12][CH2:13][CH2:14][CH2:15]2)=[CH:26][N:25]=1. (4) The product is: [F:1][C:2]([C:5]1[CH:10]=[CH:9][CH:8]=[CH:7][C:6]=1[N:12]1[CH2:17][CH2:16][NH:15][CH2:14][CH2:13]1)([F:4])[CH3:3]. Given the reactants [F:1][C:2]([C:5]1[CH:10]=[CH:9][CH:8]=[CH:7][C:6]=1Br)([F:4])[CH3:3].[NH:12]1[CH2:17][CH2:16][NH:15][CH2:14][CH2:13]1, predict the reaction product. (5) Given the reactants [CH2:1]([S:3]([C:6]1[CH:13]=[CH:12][C:11]([N+:14]([O-:16])=[O:15])=[CH:10][C:7]=1[C:8]#[N:9])(=[O:5])=[O:4])[CH3:2].F[C:18]1C=CC([N+]([O-])=O)=CC=1C#N.CC(S)C.C1C=C(Cl)C=C(C(OO)=O)C=1, predict the reaction product. The product is: [CH:1]([S:3]([C:6]1[CH:13]=[CH:12][C:11]([N+:14]([O-:16])=[O:15])=[CH:10][C:7]=1[C:8]#[N:9])(=[O:4])=[O:5])([CH3:18])[CH3:2]. (6) Given the reactants [CH3:1][O:2][C:3]1[CH:4]=[C:5]2[C:10](=[CH:11][CH:12]=1)[C:9](=O)[NH:8][CH2:7][CH2:6]2.[H-].[H-].[H-].[H-].[Li+].[Al+3], predict the reaction product. The product is: [CH3:1][O:2][C:3]1[CH:4]=[C:5]2[C:10](=[CH:11][CH:12]=1)[CH2:9][NH:8][CH2:7][CH2:6]2. (7) Given the reactants [Cl:1][C:2]1[CH:3]=[CH:4][C:5]([O:10][CH3:11])=[C:6]([CH2:8]O)[CH:7]=1.S(Cl)([Cl:14])=O, predict the reaction product. The product is: [Cl:1][C:2]1[CH:3]=[CH:4][C:5]([O:10][CH3:11])=[C:6]([CH2:8][Cl:14])[CH:7]=1. (8) Given the reactants Cl[C:2]1[CH:10]=[C:9]2[C:5]([C:6]([C:11]([N:13]3[CH2:18][CH2:17][C:16]4([C:22]5[CH:23]=[CH:24][CH:25]=[CH:26][C:21]=5[C:20](=[O:27])[O:19]4)[CH2:15][CH2:14]3)=[O:12])=[CH:7][NH:8]2)=[CH:4][CH:3]=1.[F:28][C:29]1[CH:30]=[C:31]([CH:34]=[C:35]([F:37])[CH:36]=1)[CH2:32]Cl, predict the reaction product. The product is: [F:28][C:29]1[CH:30]=[C:31]([CH:34]=[C:35]([F:37])[CH:36]=1)[CH2:32][N:8]1[C:9]2[C:5](=[CH:4][CH:3]=[CH:2][CH:10]=2)[C:6]([C:11]([N:13]2[CH2:18][CH2:17][C:16]3([C:22]4[CH:23]=[CH:24][CH:25]=[CH:26][C:21]=4[C:20](=[O:27])[O:19]3)[CH2:15][CH2:14]2)=[O:12])=[CH:7]1.